Dataset: Forward reaction prediction with 1.9M reactions from USPTO patents (1976-2016). Task: Predict the product of the given reaction. (1) Given the reactants C([Sn](CCCC)(CCCC)[C:6]1[N:7]=[CH:8][N:9]([C:11]2[CH:16]=[C:15]([C:17]3[CH:22]=[CH:21][C:20]([C:23]([F:26])([F:25])[F:24])=[CH:19][CH:18]=3)[CH:14]=[C:13]([C:27]([F:30])([F:29])[F:28])[N:12]=2)[CH:10]=1)CCC.[C:39]([NH:43][S:44]([C:47]1[S:51][C:50](Cl)=[N:49][CH:48]=1)(=[O:46])=[O:45])([CH3:42])([CH3:41])[CH3:40].CCCCCCC, predict the reaction product. The product is: [C:39]([NH:43][S:44]([C:47]1[S:51][C:50]([C:6]2[N:7]=[CH:8][N:9]([C:11]3[CH:16]=[C:15]([C:17]4[CH:18]=[CH:19][C:20]([C:23]([F:26])([F:24])[F:25])=[CH:21][CH:22]=4)[CH:14]=[C:13]([C:27]([F:29])([F:28])[F:30])[N:12]=3)[CH:10]=2)=[N:49][CH:48]=1)(=[O:45])=[O:46])([CH3:42])([CH3:40])[CH3:41]. (2) Given the reactants Cl[C:2]1[CH:11]=[CH:10][N:9]=[C:8]2[C:3]=1[CH:4]=[CH:5][C:6]([CH2:12][CH2:13][CH3:14])=[N:7]2.[NH2:15][C:16]1[CH:31]=[C:30]([Cl:32])[CH:29]=[CH:28][C:17]=1[O:18][C:19]1[CH:20]=[C:21]([CH:25]=[CH:26][CH:27]=1)[C:22]([NH2:24])=[O:23], predict the reaction product. The product is: [Cl:32][C:30]1[CH:29]=[CH:28][C:17]([O:18][C:19]2[CH:20]=[C:21]([CH:25]=[CH:26][CH:27]=2)[C:22]([NH2:24])=[O:23])=[C:16]([NH:15][C:2]2[C:3]3[C:8](=[N:7][C:6]([CH2:12][CH2:13][CH3:14])=[CH:5][CH:4]=3)[N:9]=[CH:10][CH:11]=2)[CH:31]=1. (3) The product is: [F:19][C:20]1([F:27])[CH2:25][CH2:24][CH:23]([NH:26][C:2]2[C:7]([CH3:8])=[C:6]([CH3:9])[N:5]=[C:4]([NH:10][CH2:11][C:12]3[CH:17]=[CH:16][CH:15]=[CH:14][N:13]=3)[N:3]=2)[CH2:22][CH2:21]1. Given the reactants Cl[C:2]1[C:7]([CH3:8])=[C:6]([CH3:9])[N:5]=[C:4]([NH:10][CH2:11][C:12]2[CH:17]=[CH:16][CH:15]=[CH:14][N:13]=2)[N:3]=1.Cl.[F:19][C:20]1([F:27])[CH2:25][CH2:24][CH:23]([NH2:26])[CH2:22][CH2:21]1, predict the reaction product. (4) The product is: [CH3:1][O:2][C:3]1[CH:8]=[CH:7][C:6]([C:9]([NH:24][C:25]2[CH2:26][O:27][CH2:28][C@:29]([C:32]3[CH:37]=[C:36]([NH:44][CH2:40][CH2:41][CH2:42][CH3:43])[CH:35]=[CH:34][C:33]=3[F:39])([CH3:31])[N:30]=2)([C:16]2[CH:21]=[CH:20][C:19]([O:22][CH3:23])=[CH:18][CH:17]=2)[C:10]2[CH:15]=[CH:14][CH:13]=[CH:12][CH:11]=2)=[CH:5][CH:4]=1. Given the reactants [CH3:1][O:2][C:3]1[CH:8]=[CH:7][C:6]([C:9]([NH:24][C:25]2[CH2:26][O:27][CH2:28][C@:29]([C:32]3[CH:37]=[C:36](Br)[CH:35]=[CH:34][C:33]=3[F:39])([CH3:31])[N:30]=2)([C:16]2[CH:21]=[CH:20][C:19]([O:22][CH3:23])=[CH:18][CH:17]=2)[C:10]2[CH:15]=[CH:14][CH:13]=[CH:12][CH:11]=2)=[CH:5][CH:4]=1.[CH2:40]([NH2:44])[CH2:41][CH2:42][CH3:43], predict the reaction product. (5) Given the reactants Cl[C:2]1[N:3]=[N+:4]([O-:16])[C:5]2[CH:14]=[C:13]3[C:9]([CH2:10][CH:11]([CH3:15])[CH2:12]3)=[CH:8][C:6]=2[N:7]=1.[CH3:17][N:18]([CH3:22])[CH2:19][CH2:20][NH2:21].CCN(CC)CC, predict the reaction product. The product is: [CH3:17][N:18]([CH3:22])[CH2:19][CH2:20][NH:21][C:2]1[N:3]=[N+:4]([O-:16])[C:5]2[CH:14]=[C:13]3[C:9]([CH2:10][CH:11]([CH3:15])[CH2:12]3)=[CH:8][C:6]=2[N:7]=1. (6) Given the reactants C(=O)([O-])[O-].[Cs+].[Cs+].[I-].[K+].[F:9][C:10]1[CH:11]=[C:12]([CH:44]=[CH:45][C:46]=1[OH:47])[C:13]([N:15]([CH:41]([CH3:43])[CH3:42])[C:16]1[CH:21]=[C:20]([O:22][CH3:23])[CH:19]=[CH:18][C:17]=1[CH:24]1[CH2:33][CH2:32][C:31]2[CH:30]=[C:29]([O:34]C(=O)C(C)(C)C)[CH:28]=[CH:27][C:26]=2[CH2:25]1)=O.Cl[CH2:49][C:50]([N:52]([CH3:54])[CH3:53])=O.[Cl-].[Al+3].[H-].[Al+3].[Li+].N, predict the reaction product. The product is: [CH3:53][N:52]([CH3:54])[CH2:50][CH2:49][O:47][C:46]1[CH:45]=[CH:44][C:12]([CH2:13][N:15]([CH:41]([CH3:42])[CH3:43])[C:16]2[CH:21]=[C:20]([O:22][CH3:23])[CH:19]=[CH:18][C:17]=2[CH:24]2[CH2:33][CH2:32][C:31]3[CH:30]=[C:29]([OH:34])[CH:28]=[CH:27][C:26]=3[CH2:25]2)=[CH:11][C:10]=1[F:9].